Dataset: Catalyst prediction with 721,799 reactions and 888 catalyst types from USPTO. Task: Predict which catalyst facilitates the given reaction. (1) Reactant: C(N(CC)CC)C.[F:8][C:9]1[CH:17]=[C:16]2[C:12]([C:13]([CH:25]=[O:26])=[CH:14][N:15]2C(OC(C)(C)C)=O)=[CH:11][CH:10]=1.[CH3:27][O:28][C:29]1[CH:30]=[C:31]([N:35]=[CH:36][C:37]2[CH:38]=[N:39][C:40]([O:43][CH3:44])=[CH:41][CH:42]=2)[CH:32]=[N:33][CH:34]=1. Product: [F:8][C:9]1[CH:17]=[C:16]2[C:12]([C:13]([C:25](=[O:26])[CH:36]([C:37]3[CH:38]=[N:39][C:40]([O:43][CH3:44])=[CH:41][CH:42]=3)[NH:35][C:31]3[CH:32]=[N:33][CH:34]=[C:29]([O:28][CH3:27])[CH:30]=3)=[CH:14][NH:15]2)=[CH:11][CH:10]=1. The catalyst class is: 433. (2) Reactant: Br[C:2]#[N:3].N1C=CN=C1.[CH:9]1[C:18]2[C:13](=[CH:14][C:15]([C:19]([NH:21][NH2:22])=[O:20])=[CH:16][CH:17]=2)[CH:12]=[CH:11][N:10]=1. Product: [CH:9]1[C:18]2[C:13](=[CH:14][C:15]([C:19]3[O:20][C:2]([NH2:3])=[N:22][N:21]=3)=[CH:16][CH:17]=2)[CH:12]=[CH:11][N:10]=1. The catalyst class is: 168.